Dataset: Forward reaction prediction with 1.9M reactions from USPTO patents (1976-2016). Task: Predict the product of the given reaction. Given the reactants [Br-].C([P+]([C:20]1[CH:25]=[CH:24][CH:23]=[CH:22][CH:21]=1)([C:20]1[CH:25]=[CH:24][CH:23]=[CH:22][CH:21]=1)[C:20]1[CH:25]=[CH:24][CH:23]=[CH:22][CH:21]=1)CCCC.[Li+].C[Si]([N-][Si](C)(C)C)(C)C.[NH:36]1[C:44]2[C:39](=[CH:40][CH:41]=[CH:42][CH:43]=2)[C:38](C=O)=[CH:37]1.[Cl-].[NH4+], predict the reaction product. The product is: [CH:39]([C:38]1[C:21]2[C:20](=[CH:25][CH:24]=[CH:23][CH:22]=2)[NH:36][CH:37]=1)=[CH:40][CH2:41][CH2:42][CH2:43][CH3:44].